From a dataset of Peptide-MHC class II binding affinity with 134,281 pairs from IEDB. Regression. Given a peptide amino acid sequence and an MHC pseudo amino acid sequence, predict their binding affinity value. This is MHC class II binding data. The peptide sequence is ISATPEWATPFPHRK. The MHC is HLA-DPA10103-DPB10301 with pseudo-sequence HLA-DPA10103-DPB10301. The binding affinity (normalized) is 0.0669.